This data is from Full USPTO retrosynthesis dataset with 1.9M reactions from patents (1976-2016). The task is: Predict the reactants needed to synthesize the given product. (1) The reactants are: [N:1]1([C:8]2[CH:18]=[CH:17][C:11]([C:12]([O:14]CC)=O)=[CH:10][CH:9]=2)[CH2:7][CH2:6][CH2:5][NH:4][CH2:3][CH2:2]1.[CH3:19][O:20][C:21]1[CH:22]=[C:23]([CH2:29][CH2:30][C:31]2[CH:32]=[C:33]([NH2:36])[NH:34][N:35]=2)[CH:24]=[C:25]([O:27][CH3:28])[CH:26]=1.C[Al](C)C. Given the product [N:1]1([C:8]2[CH:9]=[CH:10][C:11]([C:12]([NH:36][C:33]3[NH:34][N:35]=[C:31]([CH2:30][CH2:29][C:23]4[CH:24]=[C:25]([O:27][CH3:28])[CH:26]=[C:21]([O:20][CH3:19])[CH:22]=4)[CH:32]=3)=[O:14])=[CH:17][CH:18]=2)[CH2:7][CH2:6][CH2:5][NH:4][CH2:3][CH2:2]1, predict the reactants needed to synthesize it. (2) Given the product [OH:31][C@:26]1([CH3:25])[CH2:30][CH2:29][N:28]([CH2:7][CH2:8][CH2:9][O:10][C:11]2[CH:16]=[CH:15][C:14]([C:17]3[CH:22]=[CH:21][C:20]([C:23]#[N:24])=[CH:19][CH:18]=3)=[CH:13][CH:12]=2)[CH2:27]1, predict the reactants needed to synthesize it. The reactants are: N[C@@H]1CCN([CH2:7][CH2:8][CH2:9][O:10][C:11]2[CH:16]=[CH:15][C:14]([C:17]3[CH:22]=[CH:21][C:20]([C:23]#[N:24])=[CH:19][CH:18]=3)=[CH:13][CH:12]=2)C1.[CH3:25][C@@:26]1([OH:31])[CH2:30][CH2:29][NH:28][CH2:27]1.C(=O)([O-])[O-].[K+].[K+].[I-].[K+]. (3) Given the product [S:17]([O:1][CH2:2][CH2:3][CH:4]1[CH2:5][CH2:6][N:7]([C:10]([O:12][C:13]([CH3:16])([CH3:15])[CH3:14])=[O:11])[CH2:8][CH2:9]1)([C:20]1[CH:26]=[CH:25][C:23]([CH3:24])=[CH:22][CH:21]=1)(=[O:19])=[O:18], predict the reactants needed to synthesize it. The reactants are: [OH:1][CH2:2][CH2:3][CH:4]1[CH2:9][CH2:8][N:7]([C:10]([O:12][C:13]([CH3:16])([CH3:15])[CH3:14])=[O:11])[CH2:6][CH2:5]1.[S:17](Cl)([C:20]1[CH:26]=[CH:25][C:23]([CH3:24])=[CH:22][CH:21]=1)(=[O:19])=[O:18]. (4) Given the product [CH2:2]([N:9]1[CH2:13][C@H:12]([C:14]2[CH:15]=[CH:16][C:17]([Cl:20])=[CH:18][CH:19]=2)[C@H:11]([C:21]([OH:23])=[O:22])[CH2:10]1)[C:3]1[CH:4]=[CH:5][CH:6]=[CH:7][CH:8]=1, predict the reactants needed to synthesize it. The reactants are: O.[CH2:2]([N:9]1[CH2:13][C:12]([C:14]2[CH:19]=[CH:18][C:17]([Cl:20])=[CH:16][CH:15]=2)=[C:11]([C:21]([OH:23])=[O:22])[CH2:10]1)[C:3]1[CH:8]=[CH:7][CH:6]=[CH:5][CH:4]=1.[H][H]. (5) Given the product [F:3][C:4]1[C:9]2[CH:10]=[C:11]([CH2:13][C:14]3[CH:19]=[CH:18][CH:17]=[C:16]([S:20]([CH3:23])(=[O:22])=[O:21])[CH:15]=3)[S:12][C:8]=2[C:7]([C:24]2[CH:25]=[C:26]([CH:32]=[CH:33][CH:34]=2)[C:27]([NH:40][CH2:39][CH2:38][O:37][CH3:36])=[O:28])=[CH:6][CH:5]=1, predict the reactants needed to synthesize it. The reactants are: [OH-].[Na+].[F:3][C:4]1[C:9]2[CH:10]=[C:11]([CH2:13][C:14]3[CH:19]=[CH:18][CH:17]=[C:16]([S:20]([CH3:23])(=[O:22])=[O:21])[CH:15]=3)[S:12][C:8]=2[C:7]([C:24]2[CH:25]=[C:26]([CH:32]=[CH:33][CH:34]=2)[C:27](OCC)=[O:28])=[CH:6][CH:5]=1.Cl.[CH3:36][O:37][CH2:38][CH2:39][NH2:40].CCN=C=NCCCN(C)C.C1C=CC2N(O)N=NC=2C=1. (6) The reactants are: [CH3:1][O:2][C:3](=[O:28])[C:4]1[CH:9]=[CH:8][C:7](N)=[CH:6][C:5]=1[NH:11][C:12](=[O:27])[C:13]1[CH:18]=[C:17]([C:19]([F:22])([F:21])[F:20])[CH:16]=[C:15]([C:23]([F:26])([F:25])[F:24])[CH:14]=1.N([O-])=[O:30].[Na+].S(=O)(=O)(O)O.O. Given the product [CH3:1][O:2][C:3](=[O:28])[C:4]1[CH:9]=[CH:8][C:7]([OH:30])=[CH:6][C:5]=1[NH:11][C:12](=[O:27])[C:13]1[CH:14]=[C:15]([C:23]([F:24])([F:26])[F:25])[CH:16]=[C:17]([C:19]([F:22])([F:20])[F:21])[CH:18]=1, predict the reactants needed to synthesize it. (7) Given the product [F:15][C:16]1[CH:17]=[CH:18][C:19]([CH2:20][N:21]2[CH2:25][CH2:24][N:23]([C:26]3[CH:27]=[C:28]([CH:32]=[CH:33][N:34]=3)[C:29]([NH:14][CH2:13][C:9]3[O:8][CH:12]=[CH:11][N:10]=3)=[O:30])[C:22]2=[O:35])=[CH:36][CH:37]=1, predict the reactants needed to synthesize it. The reactants are: O1C=C(CN)N=C1.[O:8]1[CH:12]=[CH:11][N:10]=[C:9]1[CH2:13][NH2:14].[F:15][C:16]1[CH:37]=[CH:36][C:19]([CH2:20][N:21]2[CH2:25][CH2:24][N:23]([C:26]3[CH:27]=[C:28]([CH:32]=[CH:33][N:34]=3)[C:29](O)=[O:30])[C:22]2=[O:35])=[CH:18][CH:17]=1.